From a dataset of Catalyst prediction with 721,799 reactions and 888 catalyst types from USPTO. Predict which catalyst facilitates the given reaction. (1) Reactant: [CH:1]1([C:4]2[C:5]([N:24]([CH2:29][CH2:30][CH:31]([CH3:33])[CH3:32])[S:25]([CH3:28])(=[O:27])=[O:26])=[CH:6][C:7]3[O:11][C:10]([C:12]4[CH:17]=[CH:16][C:15]([F:18])=[CH:14][CH:13]=4)=[C:9]([C:19](=[N:21][OH:22])[NH2:20])[C:8]=3[CH:23]=2)[CH2:3][CH2:2]1.[C:34](N1C=CN=C1)(N1C=CN=C1)=[O:35].N12CCCN=C1CCCCC2. Product: [CH:1]1([C:4]2[C:5]([N:24]([CH2:29][CH2:30][CH:31]([CH3:33])[CH3:32])[S:25]([CH3:28])(=[O:27])=[O:26])=[CH:6][C:7]3[O:11][C:10]([C:12]4[CH:13]=[CH:14][C:15]([F:18])=[CH:16][CH:17]=4)=[C:9]([C:19]4[NH:20][C:34](=[O:35])[O:22][N:21]=4)[C:8]=3[CH:23]=2)[CH2:2][CH2:3]1. The catalyst class is: 12. (2) Reactant: [CH2:1]([N:8]([CH2:12][Si](C)(C)C)[CH2:9]OC)[C:2]1[CH:7]=[CH:6][CH:5]=[CH:4][CH:3]=1.[CH3:17][O:18][C:19]1[CH:24]=[CH:23][C:22]([C:25](=[O:29])/[CH:26]=[CH:27]/[CH3:28])=[CH:21][CH:20]=1.C(O)(C(F)(F)F)=O. Product: [CH2:1]([N:8]1[CH2:9][C@@H:27]([CH3:28])[C@H:26]([C:25](=[O:29])[C:22]2[CH:21]=[CH:20][C:19]([O:18][CH3:17])=[CH:24][CH:23]=2)[CH2:12]1)[C:2]1[CH:3]=[CH:4][CH:5]=[CH:6][CH:7]=1. The catalyst class is: 11. (3) Reactant: [C:1]([C:3]1[C:4]([O:38][CH3:39])=[C:5]([CH2:13][N:14]([CH3:37])[C:15](=[O:36])[CH:16]([N:24]2[CH2:28][CH2:27][C@H:26]([NH:29][C:30](=[O:35])[C:31]([F:34])([F:33])[F:32])[CH2:25]2)[C:17]2[CH:22]=[CH:21][C:20]([F:23])=[CH:19][CH:18]=2)[C:6]2[C:11]([CH:12]=1)=[CH:10][CH:9]=[CH:8][CH:7]=2)#[N:2].[H-].[Na+].IC.[C:44]([O-])(O)=O.[Na+]. Product: [C:1]([C:3]1[C:4]([O:38][CH3:39])=[C:5]([CH2:13][N:14]([CH3:37])[C:15](=[O:36])[CH:16]([N:24]2[CH2:28][CH2:27][C@H:26]([N:29]([CH3:44])[C:30](=[O:35])[C:31]([F:34])([F:33])[F:32])[CH2:25]2)[C:17]2[CH:22]=[CH:21][C:20]([F:23])=[CH:19][CH:18]=2)[C:6]2[C:11]([CH:12]=1)=[CH:10][CH:9]=[CH:8][CH:7]=2)#[N:2]. The catalyst class is: 3. (4) Reactant: [CH3:1][C:2]1[CH:7]=[C:6]([CH3:8])[CH:5]=[C:4]([CH3:9])[C:3]=1[N:10]=[C:11]=[O:12].[NH2:13][C:14]1[CH:15]=[C:16]([C:32]2[CH:37]=[CH:36][C:35]([O:38][CH3:39])=[CH:34][CH:33]=2)[CH:17]=[CH:18][C:19]=1[C:20]([NH:22][C@H:23]([C:28]([O:30][CH3:31])=[O:29])[CH2:24][CH2:25][CH2:26][CH3:27])=[O:21].CCCCCC.C(OCC)(=O)C. Product: [CH3:39][O:38][C:35]1[CH:34]=[CH:33][C:32]([C:16]2[CH:17]=[CH:18][C:19]([C:20]([NH:22][C@H:23]([C:28]([O:30][CH3:31])=[O:29])[CH2:24][CH2:25][CH2:26][CH3:27])=[O:21])=[C:14]([NH:13][C:11]([NH:10][C:3]3[C:2]([CH3:1])=[CH:7][C:6]([CH3:8])=[CH:5][C:4]=3[CH3:9])=[O:12])[CH:15]=2)=[CH:37][CH:36]=1. The catalyst class is: 17. (5) The catalyst class is: 7. Reactant: [H-].[Al+3].[Li+].[H-].[H-].[H-].[CH2:7]([O:14][C:15]1[CH:20]=[CH:19][C:18]([NH:21][C:22]([C:24]2[CH:25]=[C:26]3[C:31](=[CH:32][CH:33]=2)[N:30]=[CH:29][CH:28]=[CH:27]3)=O)=[CH:17][CH:16]=1)[C:8]1[CH:13]=[CH:12][CH:11]=[CH:10][CH:9]=1.O(C1SC(CNC(C2C=C3CCNC3=NC=2)=O)=CC=1)C1C=CC=CC=1.[Cl-].[NH4+]. Product: [CH2:7]([O:14][C:15]1[CH:16]=[CH:17][C:18]([NH:21][CH2:22][C:24]2[CH:25]=[C:26]3[C:31](=[CH:32][CH:33]=2)[N:30]=[CH:29][CH:28]=[CH:27]3)=[CH:19][CH:20]=1)[C:8]1[CH:9]=[CH:10][CH:11]=[CH:12][CH:13]=1. (6) Reactant: [N:1]1[CH:6]=[CH:5][CH:4]=[C:3]([CH:7]=O)[CH:2]=1.[Cl:9][C:10]1[N:15]=[C:14]2[N:16]([CH:19]3[CH2:24][CH2:23][NH:22][CH2:21][CH2:20]3)[N:17]=[CH:18][C:13]2=[C:12]([N:25]2[CH2:30][C@@H:29]([CH3:31])[O:28][C@@H:27]([CH3:32])[CH2:26]2)[N:11]=1.C(O[BH-](OC(=O)C)OC(=O)C)(=O)C.[Na+]. Product: [Cl:9][C:10]1[N:15]=[C:14]2[N:16]([CH:19]3[CH2:24][CH2:23][N:22]([CH2:7][C:3]4[CH:2]=[N:1][CH:6]=[CH:5][CH:4]=4)[CH2:21][CH2:20]3)[N:17]=[CH:18][C:13]2=[C:12]([N:25]2[CH2:26][C@@H:27]([CH3:32])[O:28][C@@H:29]([CH3:31])[CH2:30]2)[N:11]=1. The catalyst class is: 1. (7) Reactant: [CH3:1][C:2]([C:5](=[N:10][NH:11][C:12](=[O:34])[C:13]1[CH:18]=[C:17]([N:19]2[C:24](=[O:25])[CH:23]=[C:22]([C:26]([F:29])([F:28])[F:27])[N:21]([CH3:30])[C:20]2=[O:31])[C:16]([F:32])=[CH:15][C:14]=1[Cl:33])[C:6]([CH3:9])([CH3:8])[CH3:7])([CH3:4])[CH3:3].CI.[C:37](=O)([O-])[O-].[K+].[K+]. Product: [CH3:37][O:34][C:12]([C:13]1[CH:18]=[C:17]([N:19]2[C:24](=[O:25])[CH:23]=[C:22]([C:26]([F:29])([F:28])[F:27])[N:21]([CH3:30])[C:20]2=[O:31])[C:16]([F:32])=[CH:15][C:14]=1[Cl:33])=[N:11][N:10]=[C:5]([C:6]([CH3:7])([CH3:8])[CH3:9])[C:2]([CH3:1])([CH3:3])[CH3:4].[CH3:4][C:2]([C:5](=[N:10][N:11]([CH3:37])[C:12](=[O:34])[C:13]1[CH:18]=[C:17]([N:19]2[C:24](=[O:25])[CH:23]=[C:22]([C:26]([F:29])([F:28])[F:27])[N:21]([CH3:30])[C:20]2=[O:31])[C:16]([F:32])=[CH:15][C:14]=1[Cl:33])[C:6]([CH3:7])([CH3:8])[CH3:9])([CH3:1])[CH3:3]. The catalyst class is: 10. (8) Reactant: [CH:1]1([C:4]2[N:5]=[C:6]3[C:12]([C:13]([OH:15])=[O:14])=[CH:11][N:10](COCC[Si](C)(C)C)[C:7]3=[N:8][CH:9]=2)[CH2:3][CH2:2]1.FC(F)(F)C(O)=O. Product: [CH:1]1([C:4]2[N:5]=[C:6]3[C:12]([C:13]([OH:15])=[O:14])=[CH:11][NH:10][C:7]3=[N:8][CH:9]=2)[CH2:2][CH2:3]1. The catalyst class is: 2. (9) Reactant: [F:1][C:2]1[CH:10]=[C:9]([N+:11]([O-:13])=[O:12])[C:8]([F:14])=[CH:7][C:3]=1[C:4](O)=[O:5].S(Cl)(Cl)=O.CC[N:21](C(C)C)C(C)C.N.O1CCOCC1. Product: [F:1][C:2]1[CH:10]=[C:9]([N+:11]([O-:13])=[O:12])[C:8]([F:14])=[CH:7][C:3]=1[C:4]([NH2:21])=[O:5]. The catalyst class is: 118. (10) Reactant: [NH2:1][C:2]1[C:3]([Br:12])=[C:4]([CH:9]=[CH:10][CH:11]=1)[C:5]([O:7][CH3:8])=[O:6].[C:13]1(=O)[CH2:18][CH2:17][CH2:16][C:15](=[O:19])[CH2:14]1. Product: [Br:12][C:3]1[C:2]([NH:1][C:13]2[CH2:18][CH2:17][CH2:16][C:15](=[O:19])[CH:14]=2)=[CH:11][CH:10]=[CH:9][C:4]=1[C:5]([O:7][CH3:8])=[O:6]. The catalyst class is: 15.